Dataset: Retrosynthesis with 50K atom-mapped reactions and 10 reaction types from USPTO. Task: Predict the reactants needed to synthesize the given product. Given the product C[C@@H](C=O)[C@H]1CC[C@H]2[C@@H]3CC[C@H]4C(=[N+]=[N-])C(=O)CC[C@]4(C)[C@H]3CC[C@@]21C, predict the reactants needed to synthesize it. The reactants are: C[C@@H](CO)[C@H]1CC[C@H]2[C@@H]3CC[C@H]4C(=[N+]=[N-])C(=O)CC[C@]4(C)[C@H]3CC[C@@]21C.